From a dataset of NCI-60 drug combinations with 297,098 pairs across 59 cell lines. Regression. Given two drug SMILES strings and cell line genomic features, predict the synergy score measuring deviation from expected non-interaction effect. Drug 1: C1=CC(=CC=C1CCC2=CNC3=C2C(=O)NC(=N3)N)C(=O)NC(CCC(=O)O)C(=O)O. Drug 2: CC12CCC3C(C1CCC2O)C(CC4=C3C=CC(=C4)O)CCCCCCCCCS(=O)CCCC(C(F)(F)F)(F)F. Cell line: LOX IMVI. Synergy scores: CSS=33.7, Synergy_ZIP=-1.41, Synergy_Bliss=-5.89, Synergy_Loewe=-27.0, Synergy_HSA=-5.89.